From a dataset of Full USPTO retrosynthesis dataset with 1.9M reactions from patents (1976-2016). Predict the reactants needed to synthesize the given product. (1) Given the product [Cl:15][C:16]1[CH:17]=[CH:18][C:19]([S:45]([CH2:48][CH3:49])(=[O:46])=[O:47])=[C:20]([CH:44]=1)[NH:21][N:22]1[C:31](=[O:32])[C:30]2[C:25](=[CH:26][C:27]([CH2:37][N:38]3[CH2:39][CH2:40][N:41]([CH:51]([CH3:53])[CH3:50])[CH2:42][CH2:43]3)=[C:28]([C:33]([F:36])([F:35])[F:34])[CH:29]=2)[N:24]=[CH:23]1, predict the reactants needed to synthesize it. The reactants are: C(O[BH-](OC(=O)C)OC(=O)C)(=O)C.[Na+].[Cl:15][C:16]1[CH:17]=[CH:18][C:19]([S:45]([CH2:48][CH3:49])(=[O:47])=[O:46])=[C:20]([CH:44]=1)[NH:21][N:22]1[C:31](=[O:32])[C:30]2[C:25](=[CH:26][C:27]([CH2:37][N:38]3[CH2:43][CH2:42][NH:41][CH2:40][CH2:39]3)=[C:28]([C:33]([F:36])([F:35])[F:34])[CH:29]=2)[N:24]=[CH:23]1.[CH3:50][C:51]([CH3:53])=O.C(=O)(O)[O-].[Na+]. (2) Given the product [NH:28]1[C:29]2=[N:30][CH:31]=[CH:32][CH:33]=[C:34]2[C:26]([C:11]2[N:12]=[C:13]3[C:8](=[CH:9][CH:10]=2)[N:7]=[CH:6][C:5]2[CH:4]=[CH:3][C:2](=[O:1])[N:15]([C:16]4[CH:21]=[CH:20][CH:19]=[C:18]([C:22]([F:23])([F:24])[F:25])[CH:17]=4)[C:14]3=2)=[CH:27]1, predict the reactants needed to synthesize it. The reactants are: [O:1]=[C:2]1[N:15]([C:16]2[CH:21]=[CH:20][CH:19]=[C:18]([C:22]([F:25])([F:24])[F:23])[CH:17]=2)[C:14]2[C:13]3[C:8](=[CH:9][CH:10]=[C:11]([C:26]4[C:34]5[C:29](=[N:30][CH:31]=[CH:32][CH:33]=5)[N:28](C(OC(C)(C)C)=O)[CH:27]=4)[N:12]=3)[N:7]=[CH:6][C:5]=2[CH:4]=[CH:3]1.Cl. (3) Given the product [CH3:1][O:2][C:3](=[O:22])[NH:4][CH:5]1[CH2:11][C:10]([CH3:13])([CH3:12])[C:9]2[CH:14]=[CH:15][C:16]([NH2:18])=[CH:17][C:8]=2[NH:7][C:6]1=[O:21], predict the reactants needed to synthesize it. The reactants are: [CH3:1][O:2][C:3](=[O:22])[NH:4][CH:5]1[CH2:11][C:10]([CH3:13])([CH3:12])[C:9]2[CH:14]=[CH:15][C:16]([N+:18]([O-])=O)=[CH:17][C:8]=2[NH:7][C:6]1=[O:21].NC1C=CC2OCCC(=O)NC=2C=1. (4) The reactants are: [CH:1]([C:3]1[CH:8]=[CH:7][C:6]([CH2:9][N:10]([C:25]2[CH:30]=[CH:29][C:28]([CH:31]([CH3:33])[CH3:32])=[CH:27][CH:26]=2)[C:11]([CH:13]2[C:22]3[C:17](=[CH:18][CH:19]=[C:20]([O:23][CH3:24])[CH:21]=3)[CH2:16][CH2:15][CH2:14]2)=[O:12])=[CH:5][CH:4]=1)=[O:2].[BH4-].[Na+]. Given the product [OH:2][CH2:1][C:3]1[CH:8]=[CH:7][C:6]([CH2:9][N:10]([C:25]2[CH:26]=[CH:27][C:28]([CH:31]([CH3:33])[CH3:32])=[CH:29][CH:30]=2)[C:11]([CH:13]2[C:22]3[C:17](=[CH:18][CH:19]=[C:20]([O:23][CH3:24])[CH:21]=3)[CH2:16][CH2:15][CH2:14]2)=[O:12])=[CH:5][CH:4]=1, predict the reactants needed to synthesize it. (5) Given the product [CH:2]([C:3]1[N:8]=[C:7]([CH2:9][C:10]2[C:18]3[C:13](=[CH:14][C:15]([O:19][CH3:20])=[CH:16][CH:17]=3)[N:12]([C:21]([O:23][C:24]([CH3:27])([CH3:26])[CH3:25])=[O:22])[C:11]=2[C:28]2[CH:29]=[CH:30][CH:31]=[CH:32][CH:33]=2)[CH:6]=[CH:5][CH:4]=1)=[O:1], predict the reactants needed to synthesize it. The reactants are: [OH:1][CH2:2][C:3]1[N:8]=[C:7]([CH2:9][C:10]2[C:18]3[C:13](=[CH:14][C:15]([O:19][CH3:20])=[CH:16][CH:17]=3)[N:12]([C:21]([O:23][C:24]([CH3:27])([CH3:26])[CH3:25])=[O:22])[C:11]=2[C:28]2[CH:33]=[CH:32][CH:31]=[CH:30][CH:29]=2)[CH:6]=[CH:5][CH:4]=1.CC(OI1(OC(C)=O)(OC(C)=O)OC(=O)C2C=CC=CC1=2)=O.S([O-])([O-])(=O)=S.[Na+].[Na+]. (6) Given the product [Cl:15][C:13]1[C:12]([C:16]2[CH:17]=[N:18][C:19]([C:24]([F:27])([F:25])[F:26])=[CH:20][C:21]=2[C:22]#[N:23])=[CH:11][C:10]([S:28](=[O:38])(=[O:37])[N:29]([CH3:36])[C:30]2[CH:35]=[CH:34][CH:33]=[CH:32][CH:31]=2)=[C:9]([CH:14]=1)[O:8][CH2:7][C:6]([OH:39])=[O:5], predict the reactants needed to synthesize it. The reactants are: C([O:5][C:6](=[O:39])[CH2:7][O:8][C:9]1[CH:14]=[C:13]([Cl:15])[C:12]([C:16]2[CH:17]=[N:18][C:19]([C:24]([F:27])([F:26])[F:25])=[CH:20][C:21]=2[C:22]#[N:23])=[CH:11][C:10]=1[S:28](=[O:38])(=[O:37])[N:29]([CH3:36])[C:30]1[CH:35]=[CH:34][CH:33]=[CH:32][CH:31]=1)(C)(C)C.C(O)(C(F)(F)F)=O. (7) Given the product [NH2:17][C:15]1[S:16][C:12]2[CH:11]=[C:10]([CH3:27])[C:9]([OH:8])=[CH:26][C:13]=2[N:14]=1, predict the reactants needed to synthesize it. The reactants are: C([O:8][C:9]1[C:10]([CH3:27])=[CH:11][C:12]2[S:16][C:15]([NH:17]C(=O)C3C=CC=CC=3)=[N:14][C:13]=2[CH:26]=1)C1C=CC=CC=1.OS(O)(=O)=O.C([O-])([O-])=O.[Na+].[Na+]. (8) Given the product [OH:17][CH:7]([C:6]1[C:2]([CH3:1])=[N:3][O:4][C:5]=1[C:18]1[CH:19]=[CH:20][C:21]([C:34]2[CH:46]=[CH:45][C:37]([CH2:38][C:39]3([C:42]([OH:44])=[O:43])[CH2:40][CH2:41]3)=[CH:36][CH:35]=2)=[CH:22][CH:23]=1)[CH2:8][CH2:9][CH2:10][C:11]1[CH:12]=[CH:13][CH:14]=[CH:15][CH:16]=1, predict the reactants needed to synthesize it. The reactants are: [CH3:1][C:2]1[C:6]([CH:7]([OH:17])[CH2:8][CH2:9][CH2:10][C:11]2[CH:16]=[CH:15][CH:14]=[CH:13][CH:12]=2)=[C:5]([C:18]2[CH:23]=[CH:22][C:21](B3OC(C)(C)C(C)(C)O3)=[CH:20][CH:19]=2)[O:4][N:3]=1.Br[C:34]1[CH:46]=[CH:45][C:37]([CH2:38][C:39]2([C:42]([OH:44])=[O:43])[CH2:41][CH2:40]2)=[CH:36][CH:35]=1. (9) Given the product [F:1][C:2]([F:13])([C:6]1[CH:11]=[CH:10][C:9]([F:12])=[CH:8][N:7]=1)[C:3]1[NH:20][C:18](=[O:19])[C:17]2[C:16](=[C:24]([CH3:25])[CH:23]=[CH:22][CH:21]=2)[N:15]=1, predict the reactants needed to synthesize it. The reactants are: [F:1][C:2]([F:13])([C:6]1[CH:11]=[CH:10][C:9]([F:12])=[CH:8][N:7]=1)[C:3]([O-])=O.[Na+].[NH2:15][C:16]1[C:24]([CH3:25])=[CH:23][CH:22]=[CH:21][C:17]=1[C:18]([NH2:20])=[O:19].C[Si](OP(=O)=O)(C)C.